This data is from NCI-60 drug combinations with 297,098 pairs across 59 cell lines. The task is: Regression. Given two drug SMILES strings and cell line genomic features, predict the synergy score measuring deviation from expected non-interaction effect. (1) Drug 1: COC1=CC(=CC(=C1O)OC)C2C3C(COC3=O)C(C4=CC5=C(C=C24)OCO5)OC6C(C(C7C(O6)COC(O7)C8=CC=CS8)O)O. Drug 2: C(CCl)NC(=O)N(CCCl)N=O. Cell line: SF-539. Synergy scores: CSS=41.3, Synergy_ZIP=-0.178, Synergy_Bliss=0.398, Synergy_Loewe=-29.2, Synergy_HSA=0.781. (2) Drug 1: CC12CCC3C(C1CCC2=O)CC(=C)C4=CC(=O)C=CC34C. Drug 2: CCC(=C(C1=CC=CC=C1)C2=CC=C(C=C2)OCCN(C)C)C3=CC=CC=C3.C(C(=O)O)C(CC(=O)O)(C(=O)O)O. Cell line: HS 578T. Synergy scores: CSS=44.1, Synergy_ZIP=3.09, Synergy_Bliss=1.34, Synergy_Loewe=0.215, Synergy_HSA=-0.0904.